This data is from Forward reaction prediction with 1.9M reactions from USPTO patents (1976-2016). The task is: Predict the product of the given reaction. (1) Given the reactants [CH2:1]([O:8][C:9]([C@H:11]1[CH2:16][CH2:15][C@@H:14]([N:17]([CH2:37][CH2:38][O:39][CH2:40][C:41]2[CH:46]=[CH:45][CH:44]=[CH:43][CH:42]=2)[C:18](=[O:36])[CH2:19][CH2:20][C@H:21]([NH:28]C(OC(C)(C)C)=O)[CH:22]2[CH2:27][CH2:26][O:25][CH2:24][CH2:23]2)[CH2:13][CH2:12]1)=[O:10])[C:2]1[CH:7]=[CH:6][CH:5]=[CH:4][CH:3]=1, predict the reaction product. The product is: [CH2:1]([O:8][C:9]([C@H:11]1[CH2:16][CH2:15][C@@H:14]([N:17]([C:18](=[O:36])[CH2:19][CH2:20][C@H:21]([NH2:28])[CH:22]2[CH2:23][CH2:24][O:25][CH2:26][CH2:27]2)[CH2:37][CH2:38][O:39][CH2:40][C:41]2[CH:42]=[CH:43][CH:44]=[CH:45][CH:46]=2)[CH2:13][CH2:12]1)=[O:10])[C:2]1[CH:3]=[CH:4][CH:5]=[CH:6][CH:7]=1. (2) Given the reactants [Cl:1][C:2]1[N:3]=[C:4]([C:9]2[CH:10]=[N:11][CH:12]=[CH:13][CH:14]=2)[NH:5][C:6]=1[CH:7]=[O:8].C(=O)([O-])[O-].[K+].[K+].Cl[CH2:22][C:23]1[C:32]2[C:27](=[CH:28][CH:29]=[CH:30][CH:31]=2)[CH:26]=[CH:25][CH:24]=1.O, predict the reaction product. The product is: [Cl:1][C:2]1[N:3]=[C:4]([C:9]2[CH:10]=[N:11][CH:12]=[CH:13][CH:14]=2)[N:5]([CH2:22][C:23]2[C:32]3[C:27](=[CH:28][CH:29]=[CH:30][CH:31]=3)[CH:26]=[CH:25][CH:24]=2)[C:6]=1[CH:7]=[O:8]. (3) Given the reactants [Al+3].[Cl-].[Cl-].[Cl-].[C:5](Cl)([CH3:7])=[O:6].[C:9]([O:12][CH2:13][C:14]([NH:34][C:35](=[O:37])[CH3:36])([CH2:20][CH2:21][C:22]1[CH:27]=[CH:26][C:25]([C:28]2[CH:33]=[CH:32][CH:31]=[CH:30][CH:29]=2)=[CH:24][CH:23]=1)[CH2:15][O:16][C:17](=[O:19])[CH3:18])(=[O:11])[CH3:10], predict the reaction product. The product is: [C:17]([O:16][CH2:15][C:14]([NH:34][C:35](=[O:37])[CH3:36])([CH2:20][CH2:21][C:22]1[CH:23]=[CH:24][C:25]([C:28]2[CH:33]=[CH:32][C:31]([C:5](=[O:6])[CH3:7])=[CH:30][CH:29]=2)=[CH:26][CH:27]=1)[CH2:13][O:12][C:9](=[O:11])[CH3:10])(=[O:19])[CH3:18]. (4) Given the reactants Cl[CH:2]1[CH2:7][CH2:6][CH2:5][CH2:4][C:3]1=O.[NH2:9][C:10]([NH2:12])=[S:11].C(N(CC)CC)C.Br[CH2:21][C:22]([C:24]1[CH:29]=[CH:28][C:27]([CH3:30])=[CH:26][CH:25]=1)=O, predict the reaction product. The product is: [CH3:30][C:27]1[CH:26]=[CH:25][C:24]([C:22]2[N:12]=[C:10]3[N:9]([C:2]4[CH2:7][CH2:6][CH2:5][CH2:4][C:3]=4[S:11]3)[CH:21]=2)=[CH:29][CH:28]=1. (5) Given the reactants [NH2:1][C:2]1[N:7]=[C:6]([CH3:8])[C:5]([C:9]#[N:10])=[C:4]([CH3:11])[CH:3]=1.[CH3:12][C:13]([O:16][C:17](O[C:17]([O:16][C:13]([CH3:15])([CH3:14])[CH3:12])=[O:18])=[O:18])([CH3:15])[CH3:14], predict the reaction product. The product is: [C:13]([O:16][C:17]([N:1]([C:2]1[CH:3]=[C:4]([CH3:11])[C:5]([C:9]#[N:10])=[C:6]([CH3:8])[N:7]=1)[C:17](=[O:18])[O:16][C:13]([CH3:15])([CH3:14])[CH3:12])=[O:18])([CH3:15])([CH3:14])[CH3:12]. (6) Given the reactants [CH3:1][O:2][C:3]1[CH:4]=[C:5]2[C:10](=[CH:11][CH:12]=1)[CH:9]=[C:8]([CH2:13][C:14]#[N:15])[CH:7]=[CH:6]2.N.[H][H], predict the reaction product. The product is: [CH3:1][O:2][C:3]1[CH:4]=[C:5]2[C:10](=[CH:11][CH:12]=1)[CH:9]=[C:8]([CH2:13][CH2:14][NH2:15])[CH:7]=[CH:6]2.